From a dataset of CYP2C19 inhibition data for predicting drug metabolism from PubChem BioAssay. Regression/Classification. Given a drug SMILES string, predict its absorption, distribution, metabolism, or excretion properties. Task type varies by dataset: regression for continuous measurements (e.g., permeability, clearance, half-life) or binary classification for categorical outcomes (e.g., BBB penetration, CYP inhibition). Dataset: cyp2c19_veith. (1) The compound is O=C1O[C@H](CN2CCOCC2)CN1/N=C\c1ccc([N+](=O)[O-])o1. The result is 0 (non-inhibitor). (2) The molecule is COc1ccc(-c2nc3cnc(N4CCOCC4)nc3n(Cc3cccs3)c2=O)cc1. The result is 0 (non-inhibitor). (3) The molecule is CN1CCN(NC(=O)c2ccccc2F)CC1. The result is 0 (non-inhibitor). (4) The molecule is COc1cccc(Nc2ncc3nc(-c4ccccc4)c(=O)n(Cc4cccs4)c3n2)c1. The result is 0 (non-inhibitor). (5) The drug is O=C(Nc1ccc(Cl)cc1C(=O)c1ccccc1)c1ccco1. The result is 1 (inhibitor). (6) The drug is COC(=O)CCCC(=O)O. The result is 0 (non-inhibitor).